From a dataset of Forward reaction prediction with 1.9M reactions from USPTO patents (1976-2016). Predict the product of the given reaction. (1) Given the reactants [C:1]([O:5][C:6](=[O:23])[NH:7][CH2:8][C:9]1[CH:14]=[CH:13][CH:12]=[C:11]([O:15][C:16]2[CH:21]=[CH:20][CH:19]=[C:18](I)[CH:17]=2)[CH:10]=1)([CH3:4])([CH3:3])[CH3:2].[CH3:24][Si:25]([C:28]#[CH:29])([CH3:27])[CH3:26].C(N(CC)CC)C.CN(C=O)C, predict the reaction product. The product is: [C:1]([O:5][C:6](=[O:23])[NH:7][CH2:8][C:9]1[CH:14]=[CH:13][CH:12]=[C:11]([O:15][C:16]2[CH:21]=[CH:20][CH:19]=[C:18]([C:29]#[C:28][Si:25]([CH3:27])([CH3:26])[CH3:24])[CH:17]=2)[CH:10]=1)([CH3:4])([CH3:3])[CH3:2]. (2) The product is: [C:1]([O:5][C:6](=[O:16])[NH:7][C@H:8]1[CH2:13][CH2:12][C@@H:11]([CH2:14][NH:52][C:55]([O:41][CH2:39][C:38]2[CH:37]=[CH:45][CH:44]=[CH:43][CH:42]=2)=[O:58])[CH2:10][CH2:9]1)([CH3:4])([CH3:3])[CH3:2]. Given the reactants [C:1]([O:5][C:6](=[O:16])[NH:7][C@H:8]1[CH2:13][CH2:12][C@@H:11]([CH2:14]O)[CH2:10][CH2:9]1)([CH3:4])([CH3:3])[CH3:2].C1(P(C2C=CC=CC=2)C2C=CC=CC=2)C=CC=CC=1.C1(=O)N[C:39](=[O:41])[C:38]2=[CH:42][CH:43]=[CH:44][CH:45]=[C:37]12.O.NN.C([N:52]([CH2:55]C)CC)C.C([O-])(O)=[O:58].[Na+], predict the reaction product. (3) Given the reactants [C:1](=O)([O-])[O-].[K+].[K+].CI.[N:9]1([C:15]2[N:16]=[C:17]([CH2:22][C:23]([O:25][CH2:26][CH3:27])=[O:24])[NH:18][C:19](=[O:21])[CH:20]=2)[CH2:14][CH2:13][O:12][CH2:11][CH2:10]1, predict the reaction product. The product is: [CH3:1][N:18]1[C:19](=[O:21])[CH:20]=[C:15]([N:9]2[CH2:10][CH2:11][O:12][CH2:13][CH2:14]2)[N:16]=[C:17]1[CH2:22][C:23]([O:25][CH2:26][CH3:27])=[O:24]. (4) Given the reactants [H-].[Na+].[CH:3]1[C:8]2[C:9]3[NH:10][C:11]4[C:16]([C:17]=3[CH2:18][CH2:19][S:20][C:7]=2[CH:6]=[CH:5][CH:4]=1)=[CH:15][CH:14]=[CH:13][CH:12]=4.Br[CH2:22][CH2:23][CH2:24][CH2:25][Cl:26].O, predict the reaction product. The product is: [Cl:26][CH2:25][CH2:24][CH2:23][CH2:22][N:10]1[C:11]2[C:16](=[CH:15][CH:14]=[CH:13][CH:12]=2)[C:17]2[CH2:18][CH2:19][S:20][C:7]3[CH:6]=[CH:5][CH:4]=[CH:3][C:8]=3[C:9]1=2. (5) Given the reactants [CH3:1][S:2](Cl)(=[O:4])=[O:3].[OH:6][CH2:7][CH2:8][CH:9]([CH3:30])[O:10][C:11]1[CH:16]=[CH:15][C:14]([O:17][C:18]([F:21])([F:20])[F:19])=[CH:13][C:12]=1[C:22]([C:24]1[CH:29]=[CH:28][CH:27]=[CH:26][CH:25]=1)=[O:23], predict the reaction product. The product is: [C:22]([C:12]1[CH:13]=[C:14]([O:17][C:18]([F:20])([F:21])[F:19])[CH:15]=[CH:16][C:11]=1[O:10][CH:9]([CH3:30])[CH2:8][CH2:7][O:6][S:2]([CH3:1])(=[O:4])=[O:3])(=[O:23])[C:24]1[CH:25]=[CH:26][CH:27]=[CH:28][CH:29]=1. (6) Given the reactants O[C:2]1[C:11]2[C:6](=[N:7][CH:8]=[CH:9][CH:10]=2)[N:5]([C:12]2[CH:17]=[CH:16][CH:15]=[CH:14][CH:13]=2)[C:4](=[O:18])[C:3]=1[C:19](=O)[CH2:20][C:21]1[CH:26]=[CH:25][CH:24]=[C:23]([N+:27]([O-:29])=[O:28])[CH:22]=1.O.[NH2:32][NH2:33], predict the reaction product. The product is: [N+:27]([C:23]1[CH:22]=[C:21]([CH:26]=[CH:25][CH:24]=1)[CH2:20][C:19]1[C:3]2[C:4](=[O:18])[N:5]([C:12]3[CH:17]=[CH:16][CH:15]=[CH:14][CH:13]=3)[C:6]3[N:7]=[CH:8][CH:9]=[CH:10][C:11]=3[C:2]=2[NH:33][N:32]=1)([O-:29])=[O:28]. (7) Given the reactants C[O:2][C:3](=O)[C:4]1[CH:9]=[C:8]([O:10][CH3:11])[C:7]([O:12][CH2:13][CH2:14][Cl:15])=[CH:6][C:5]=1[NH2:16].Cl.[CH:19](N)=[NH:20], predict the reaction product. The product is: [Cl:15][CH2:14][CH2:13][O:12][C:7]1[CH:6]=[C:5]2[C:4]([C:3]([OH:2])=[N:20][CH:19]=[N:16]2)=[CH:9][C:8]=1[O:10][CH3:11].